From a dataset of Peptide-MHC class I binding affinity with 185,985 pairs from IEDB/IMGT. Regression. Given a peptide amino acid sequence and an MHC pseudo amino acid sequence, predict their binding affinity value. This is MHC class I binding data. (1) The peptide sequence is MSQMPPHPY. The MHC is HLA-B51:01 with pseudo-sequence HLA-B51:01. The binding affinity (normalized) is 0.0847. (2) The peptide sequence is EAKTHFSTT. The MHC is HLA-A02:03 with pseudo-sequence HLA-A02:03. The binding affinity (normalized) is 0.0636. (3) The peptide sequence is LHPGGTYNPEL. The MHC is Mamu-A01 with pseudo-sequence Mamu-A01. The binding affinity (normalized) is 0.